From a dataset of Catalyst prediction with 721,799 reactions and 888 catalyst types from USPTO. Predict which catalyst facilitates the given reaction. (1) Reactant: [C:1]1(=O)[CH2:8][CH2:7][CH2:6][CH2:5][CH2:4][CH2:3][CH2:2]1.N[N:11]1[C:19]2[C:14](=[CH:15][CH:16]=[CH:17][CH:18]=2)[CH2:13][CH2:12]1.S(=O)(=O)(O)O. Product: [CH:17]1[CH:16]=[CH:15][C:14]2[CH2:13][CH2:12][N:11]3[C:19]=2[C:18]=1[C:1]1[CH2:8][CH2:7][CH2:6][CH2:5][CH2:4][CH2:3][C:2]=13. The catalyst class is: 6. (2) Reactant: B(O)(O)[C@H]1N(C([C@@H](N)C(C)C)=O)CCC1.CS(O)(=O)=O.[C@H:21]([OH:30])([C:27]([OH:29])=[O:28])[C@@H:22]([OH:26])[C:23]([OH:25])=[O:24].[CH3:31][N:32]([CH3:48])[CH2:33][C@H:34]([CH3:47])[C@@:35]([C:39]1[CH:44]=[CH:43][CH:42]=[C:41]([O:45][CH3:46])[CH:40]=1)([OH:38])[CH2:36][CH3:37].C(O)(=O)C(C(C(O)=O)O)O. Product: [C:23]([CH:22]([CH:21]([C:27]([OH:29])=[O:28])[OH:30])[OH:26])([OH:25])=[O:24].[CH3:48][N:32]([CH3:31])[CH2:33][C@H:34]([CH3:47])[C@@:35]([C:39]1[CH:44]=[CH:43][CH:42]=[C:41]([O:45][CH3:46])[CH:40]=1)([OH:38])[CH2:36][CH3:37]. The catalyst class is: 8. (3) Reactant: [Br:1][C:2]1[CH:7]=[CH:6][C:5]([Br:8])=[CH:4][C:3]=1[C:9]1[CH:14]=[CH:13][CH:12]=[CH:11][CH:10]=1.[Cl:15][S:16](O)(=[O:18])=[O:17].O=P(Cl)(Cl)Cl. Product: [Br:1][C:2]1[CH:7]=[CH:6][C:5]([Br:8])=[CH:4][C:3]=1[C:9]1[CH:14]=[CH:13][C:12]([S:16]([Cl:15])(=[O:18])=[O:17])=[CH:11][CH:10]=1. The catalyst class is: 22. (4) Reactant: [F:1][C:2]1[C:7]([F:8])=[CH:6][CH:5]=[CH:4][C:3]=1[CH2:9][C:10]([OH:12])=[O:11].C1C(=O)N([Br:20])C(=O)C1.C(OOC(=O)C1C=CC=CC=1)(=O)C1C=CC=CC=1. Product: [Br:20][CH:9]([C:3]1[CH:4]=[CH:5][CH:6]=[C:7]([F:8])[C:2]=1[F:1])[C:10]([OH:12])=[O:11]. The catalyst class is: 53. (5) Reactant: [O:1]=[C:2]1[CH2:8][CH2:7][CH2:6][N:5]([C:9]([O:11][CH2:12][C:13]2[CH:18]=[CH:17][CH:16]=[CH:15][CH:14]=2)=[O:10])[CH2:4][CH2:3]1.[Br:19]Br.C([O-])(O)=O.[Na+]. Product: [Br:19][CH:3]1[C:2](=[O:1])[CH2:8][CH2:7][CH2:6][N:5]([C:9]([O:11][CH2:12][C:13]2[CH:14]=[CH:15][CH:16]=[CH:17][CH:18]=2)=[O:10])[CH2:4]1. The catalyst class is: 22. (6) Reactant: [Br:1][C:2]1[CH:3]=[C:4]2[C:9](=[CH:10][CH:11]=1)[CH:8]=[C:7]([OH:12])[CH:6]=[CH:5]2.N1C=CN=C1.[Si:18](Cl)([C:21]([CH3:24])([CH3:23])[CH3:22])([CH3:20])[CH3:19]. Product: [Br:1][C:2]1[CH:3]=[C:4]2[C:9](=[CH:10][CH:11]=1)[CH:8]=[C:7]([O:12][Si:18]([C:21]([CH3:24])([CH3:23])[CH3:22])([CH3:20])[CH3:19])[CH:6]=[CH:5]2. The catalyst class is: 3. (7) Product: [CH3:29][O:28][C:22]1[CH:23]=[C:24]([O:26][CH3:27])[N:25]=[C:20]([NH:11][CH2:10][CH2:9][N:7]2[CH:8]=[C:4]([N+:1]([O-:3])=[O:2])[CH:5]=[N:6]2)[N:21]=1. Reactant: [N+:1]([C:4]1[CH:5]=[N:6][N:7]([CH2:9][CH2:10][NH2:11])[CH:8]=1)([O-:3])=[O:2].CN1C(=O)CCC1.Cl[C:20]1[N:25]=[C:24]([O:26][CH3:27])[CH:23]=[C:22]([O:28][CH3:29])[N:21]=1.C([O-])([O-])=O.[K+].[K+]. The catalyst class is: 2. (8) Reactant: [NH2:1][C:2]1[N:10]=[CH:9][N:8]=[C:7]2[C:3]=1[N:4]=[CH:5][N:6]2[C@H:11]1[C@@H:15]2[O:16][C:17]([CH3:20])([CH3:19])[O:18][C@@H:14]2[C@@H:13]([CH2:21][NH:22][CH2:23][CH2:24][CH2:25][NH:26][C:27]([NH:29][C:30]2[CH:35]=[CH:34][C:33]([C:36]([CH3:39])([CH3:38])[CH3:37])=[CH:32][CH:31]=2)=[O:28])[O:12]1.[CH:40]1([CH:43]=O)[CH2:42][CH2:41]1.[BH-](OC(C)=O)(OC(C)=O)OC(C)=O.[Na+].C([O-])(O)=O.[Na+]. Product: [NH2:1][C:2]1[N:10]=[CH:9][N:8]=[C:7]2[C:3]=1[N:4]=[CH:5][N:6]2[C@H:11]1[C@H:15]2[C@H:14]([O:18][C:17]([CH3:19])([CH3:20])[O:16]2)[C@@H:13]([CH2:21][N:22]([CH2:43][CH:40]2[CH2:42][CH2:41]2)[CH2:23][CH2:24][CH2:25][NH:26][C:27]([NH:29][C:30]2[CH:35]=[CH:34][C:33]([C:36]([CH3:39])([CH3:38])[CH3:37])=[CH:32][CH:31]=2)=[O:28])[O:12]1. The catalyst class is: 26. (9) Reactant: [F:1][CH:2]1[CH2:7][N:6]([C:8]([O:10][C:11]([CH3:14])([CH3:13])[CH3:12])=[O:9])[CH2:5][CH:4]([C:15](OC)=[O:16])[CH2:3]1.[BH4-].[Li+]. Product: [F:1][CH:2]1[CH2:3][CH:4]([CH2:15][OH:16])[CH2:5][N:6]([C:8]([O:10][C:11]([CH3:14])([CH3:13])[CH3:12])=[O:9])[CH2:7]1. The catalyst class is: 7. (10) Reactant: C([NH:8]/[C:9](/[NH:18][CH2:19][C:20](=O)[C:21]1[CH:26]=[CH:25][CH:24]=[CH:23][CH:22]=1)=[N:10]/C(OC(C)(C)C)=O)(OC(C)(C)C)=O.C1(C)C=CC=CC=1.[F:35][C:36]([F:41])([F:40])[C:37]([OH:39])=[O:38]. Product: [F:35][C:36]([F:41])([F:40])[C:37]([O-:39])=[O:38].[NH2:8][C:9]1[NH:10][C:20]([C:21]2[CH:26]=[CH:25][CH:24]=[CH:23][CH:22]=2)=[CH:19][NH+:18]=1. The catalyst class is: 6.